Task: Predict the reactants needed to synthesize the given product.. Dataset: Full USPTO retrosynthesis dataset with 1.9M reactions from patents (1976-2016) (1) Given the product [CH:2]([C@H:3]1[CH2:8][N:7]([C:9]([O:11][C:12]([CH3:15])([CH3:13])[CH3:14])=[O:10])[CH2:6][CH2:5][N:4]1[C:16]([O:18][CH2:19][C:20]1[CH:25]=[CH:24][CH:23]=[CH:22][CH:21]=1)=[O:17])=[O:1], predict the reactants needed to synthesize it. The reactants are: [OH:1][CH2:2][C@H:3]1[CH2:8][N:7]([C:9]([O:11][C:12]([CH3:15])([CH3:14])[CH3:13])=[O:10])[CH2:6][CH2:5][N:4]1[C:16]([O:18][CH2:19][C:20]1[CH:25]=[CH:24][CH:23]=[CH:22][CH:21]=1)=[O:17].CC(OI1(OC(C)=O)(OC(C)=O)OC(=O)C2C=CC=CC1=2)=O.[OH-].[Ca+2].[OH-]. (2) Given the product [Cl:5][P:1]([NH:25][C@@H:24]([CH3:26])[C:23]([O:22][CH2:20][CH3:21])=[O:27])([O:12][C:6]1[CH:11]=[CH:10][CH:9]=[CH:8][CH:7]=1)=[S:2], predict the reactants needed to synthesize it. The reactants are: [P:1]([Cl:5])(Cl)(Cl)=[S:2].[C:6]1([OH:12])[CH:11]=[CH:10][CH:9]=[CH:8][CH:7]=1.C(N(CC)CC)C.[CH2:20]([O:22][C:23](=[O:27])[C@H:24]([CH3:26])[NH2:25])[CH3:21].Cl. (3) Given the product [F:1][C:2]1[CH:3]=[C:4]([CH:14]([NH:16][C:17]([C:19]2[N:20]=[C:21]([C:35]3[CH:34]=[CH:33][CH:32]=[CH:31][C:30]=3[O:29][CH2:25][CH2:26][CH2:27][CH3:28])[O:22][CH:23]=2)=[O:18])[CH3:15])[CH:5]=[C:6]([F:13])[C:7]=1[NH:8][S:9]([CH3:12])(=[O:11])=[O:10], predict the reactants needed to synthesize it. The reactants are: [F:1][C:2]1[CH:3]=[C:4]([CH:14]([NH:16][C:17]([C:19]2[N:20]=[C:21](Cl)[O:22][CH:23]=2)=[O:18])[CH3:15])[CH:5]=[C:6]([F:13])[C:7]=1[NH:8][S:9]([CH3:12])(=[O:11])=[O:10].[CH2:25]([O:29][C:30]1[CH:35]=[CH:34][CH:33]=[CH:32][C:31]=1B(O)O)[CH2:26][CH2:27][CH3:28].C([O-])([O-])=O.[Na+].[Na+].C1(C)C=CC=CC=1. (4) Given the product [NH2:7][CH2:8][C:9]1[CH:10]=[CH:11][C:12]([CH2:15][N:16]([CH:17]2[CH2:26][C:25]3[N:24]=[CH:23][CH:22]=[CH:21][C:20]=3[CH2:19][CH2:18]2)[S:27]([C:30]2[CH:35]=[CH:34][CH:33]=[CH:32][C:31]=2[N+:36]([O-:38])=[O:37])(=[O:28])=[O:29])=[CH:13][CH:14]=1, predict the reactants needed to synthesize it. The reactants are: C(OC(=O)[NH:7][CH2:8][C:9]1[CH:14]=[CH:13][C:12]([CH2:15][N:16]([S:27]([C:30]2[CH:35]=[CH:34][CH:33]=[CH:32][C:31]=2[N+:36]([O-:38])=[O:37])(=[O:29])=[O:28])[CH:17]2[CH2:26][C:25]3[N:24]=[CH:23][CH:22]=[CH:21][C:20]=3[CH2:19][CH2:18]2)=[CH:11][CH:10]=1)(C)(C)C.C(O)(C(F)(F)F)=O. (5) Given the product [F:1][C:2]1[CH:35]=[CH:34][C:5]([C:6](/[N:8]=[C:9]2\[NH:10][C:11]3[CH:26]=[CH:25][C:24]([CH2:27][N:28]4[CH2:33][CH2:32][O:31][CH2:30][CH2:29]4)=[CH:23][C:12]=3[N:13]\2[C@H:14]2[CH2:19][CH2:18][C@@H:17]([C:20](=[O:21])[NH:36][C:37]([CH3:41])([CH3:40])[CH2:38][OH:39])[CH2:16][CH2:15]2)=[O:7])=[CH:4][CH:3]=1, predict the reactants needed to synthesize it. The reactants are: [F:1][C:2]1[CH:35]=[CH:34][C:5]([C:6](/[N:8]=[C:9]2\[NH:10][C:11]3[CH:26]=[CH:25][C:24]([CH2:27][N:28]4[CH2:33][CH2:32][O:31][CH2:30][CH2:29]4)=[CH:23][C:12]=3[N:13]\2[C@@H:14]2[CH2:19][CH2:18][C@H:17]([C:20](Cl)=[O:21])[CH2:16][CH2:15]2)=[O:7])=[CH:4][CH:3]=1.[NH2:36][C:37]([CH3:41])([CH3:40])[CH2:38][OH:39]. (6) Given the product [Cl:1][C:2]1[N:7]=[CH:6][C:5]([O:8][CH2:9][CH2:10][CH2:11][CH2:12][CH2:13][CH2:14][CH2:15][CH3:16])=[CH:4][N:3]=1, predict the reactants needed to synthesize it. The reactants are: [Cl:1][C:2]1[N:7]=[CH:6][C:5]([OH:8])=[CH:4][N:3]=1.[CH2:9](O)[CH2:10][CH2:11][CH2:12][CH2:13][CH2:14][CH2:15][CH3:16].C1C=CC(P(C2C=CC=CC=2)C2C=CC=CC=2)=CC=1.C(N(CC)CC)C.CC(OC(/N=N/C(OC(C)C)=O)=O)C. (7) Given the product [CH:16]1([N:21]2[C:1]([CH3:23])=[C:3]([C:4]([O:6][CH2:7][CH3:8])=[O:5])[C:9]([CH2:10][CH3:11])=[N:22]2)[CH2:20][CH2:19][CH2:18][CH2:17]1, predict the reactants needed to synthesize it. The reactants are: [C:1]([C:3](=[C:9](OCC)[CH2:10][CH3:11])[C:4]([O:6][CH2:7][CH3:8])=[O:5])#N.Cl.[CH:16]1([NH:21][NH2:22])[CH2:20][CH2:19][CH2:18][CH2:17]1.[CH2:23](N(CC)CC)C. (8) Given the product [NH2:63][C:64]1[CH2:65][C:66]([C:86](=[O:102])[N:87]([CH2:91][CH2:92][CH2:93][OH:94])[CH2:88][CH2:89][CH3:90])=[CH:67][C:68]2[CH:74]=[CH:73][C:72]([C:75]3[CH:76]=[CH:77][C:78]([CH2:79][C:4]([O:3][CH3:1])=[O:5])=[CH:84][CH:85]=3)=[CH:71][C:69]=2[N:70]=1.[C:56]([O:60][C:61]([NH:63][C:64]1[CH2:65][C:66]([C:86](=[O:102])[N:87]([CH2:91][CH2:92][CH2:93][O:94][Si:95]([C:98]([CH3:99])([CH3:101])[CH3:100])([CH3:96])[CH3:97])[CH2:88][CH2:89][CH3:90])=[CH:67][C:68]2[CH:74]=[CH:73][C:72]([C:75]3[CH:85]=[CH:84][C:78]([C:79]([O:81][CH2:82][CH3:83])=[O:80])=[CH:77][CH:76]=3)=[CH:71][C:69]=2[N:70]=1)=[O:62])([CH3:57])([CH3:58])[CH3:59], predict the reactants needed to synthesize it. The reactants are: [CH2:1]([O:3][C:4](C1C=CC(B(O)O)=CC=1)=[O:5])C.NC1CC(C(N(CCC)CCC)=O)=CC2C=CC(Br)=CC=2N=1.COC(C1C=CC(B(O)O)=CC=1)=O.C(=O)([O-])[O-].[K+].[K+].[C:56]([O:60][C:61]([NH:63][C:64]1[CH2:65][C:66]([C:86](=[O:102])[N:87]([CH2:91][CH2:92][CH2:93][O:94][Si:95]([C:98]([CH3:101])([CH3:100])[CH3:99])([CH3:97])[CH3:96])[CH2:88][CH2:89][CH3:90])=[CH:67][C:68]2[CH:74]=[CH:73][C:72]([C:75]3[CH:85]=[CH:84][C:78]([C:79]([O:81][CH2:82][CH3:83])=[O:80])=[CH:77][CH:76]=3)=[CH:71][C:69]=2[N:70]=1)=[O:62])([CH3:59])([CH3:58])[CH3:57].